Regression. Given a peptide amino acid sequence and an MHC pseudo amino acid sequence, predict their binding affinity value. This is MHC class II binding data. From a dataset of Peptide-MHC class II binding affinity with 134,281 pairs from IEDB. (1) The peptide sequence is IPSIIHEALNIALIA. The MHC is DRB1_1501 with pseudo-sequence DRB1_1501. The binding affinity (normalized) is 0.140. (2) The peptide sequence is AYGIPKVPPGPNITA. The MHC is HLA-DQA10102-DQB10502 with pseudo-sequence HLA-DQA10102-DQB10502. The binding affinity (normalized) is 0. (3) The peptide sequence is AAATAGTTVYGADAA. The MHC is HLA-DQA10501-DQB10301 with pseudo-sequence HLA-DQA10501-DQB10301. The binding affinity (normalized) is 0.543. (4) The peptide sequence is ATEVVRRLTATAHRG. The MHC is HLA-DQA10101-DQB10501 with pseudo-sequence HLA-DQA10101-DQB10501. The binding affinity (normalized) is 0. (5) The peptide sequence is GAYFVSSGKYEGGNI. The MHC is HLA-DPA10201-DPB10501 with pseudo-sequence HLA-DPA10201-DPB10501. The binding affinity (normalized) is 0.288.